From a dataset of Full USPTO retrosynthesis dataset with 1.9M reactions from patents (1976-2016). Predict the reactants needed to synthesize the given product. Given the product [Br:1][C:2]1[C:3]([Cl:20])=[C:4]([CH:16]=[CH:17][C:18]=1[B:29]1[O:33][C:32]([CH3:35])([CH3:34])[C:31]([CH3:37])([CH3:36])[O:30]1)[O:5][Si:6]([CH:13]([CH3:15])[CH3:14])([CH:10]([CH3:12])[CH3:11])[CH:7]([CH3:9])[CH3:8], predict the reactants needed to synthesize it. The reactants are: [Br:1][C:2]1[C:3]([Cl:20])=[C:4]([CH:16]=[CH:17][C:18]=1I)[O:5][Si:6]([CH:13]([CH3:15])[CH3:14])([CH:10]([CH3:12])[CH3:11])[CH:7]([CH3:9])[CH3:8].C([Mg]Cl)C.C(O[B:29]1[O:33][C:32]([CH3:35])([CH3:34])[C:31]([CH3:37])([CH3:36])[O:30]1)(C)C.